This data is from Reaction yield outcomes from USPTO patents with 853,638 reactions. The task is: Predict the reaction yield, written as a fraction of the theoretical maximum amount of product (1.0 means a 100% yield; for example, 0.34 means a 34% yield). (1) The reactants are [CH3:1][O:2][C:3](=[O:14])[C:4]1[CH:9]=[C:8]([OH:10])[CH:7]=[C:6]([O:11][CH2:12][CH3:13])[CH:5]=1.[F:15][C:16]([F:20])([F:19])[CH2:17]I.C(=O)([O-])[O-].[Cs+].[Cs+]. No catalyst specified. The product is [CH3:1][O:2][C:3](=[O:14])[C:4]1[CH:9]=[C:8]([O:10][CH2:17][C:16]([F:20])([F:19])[F:15])[CH:7]=[C:6]([O:11][CH2:12][CH3:13])[CH:5]=1. The yield is 0.420. (2) The reactants are Br[C:2]1[CH:3]=[C:4]([CH:18]=[CH:19][CH:20]=1)[CH2:5][NH:6][C:7](=[O:17])[O:8][CH:9]1[CH:14]2[CH2:15][CH2:16][N:11]([CH2:12][CH2:13]2)[CH2:10]1.[C:21]1(B(O)O)[CH:26]=[CH:25][CH:24]=[CH:23][CH:22]=1. No catalyst specified. The product is [C:2]1([C:21]2[CH:26]=[CH:25][CH:24]=[CH:23][CH:22]=2)[CH:20]=[CH:19][CH:18]=[C:4]([CH2:5][NH:6][C:7](=[O:17])[O:8][CH:9]2[CH:14]3[CH2:15][CH2:16][N:11]([CH2:12][CH2:13]3)[CH2:10]2)[CH:3]=1. The yield is 0.470. (3) The reactants are C(OC([NH:11][CH2:12][CH2:13][CH2:14][CH2:15][C@H:16]([NH:30][C:31](=[O:37])[O:32][C:33]([CH3:36])([CH3:35])[CH3:34])[CH:17]([OH:29])[C:18](=[O:28])[NH:19][C@@H:20]([C:22]1[CH:27]=[CH:26][CH:25]=[CH:24][CH:23]=1)[CH3:21])=O)C1C=CC=CC=1.[H][H]. The catalyst is [Pd].O.C(O)C. The product is [NH2:11][CH2:12][CH2:13][CH2:14][CH2:15][C@H:16]([NH:30][C:31](=[O:37])[O:32][C:33]([CH3:36])([CH3:35])[CH3:34])[CH:17]([OH:29])[C:18](=[O:28])[NH:19][C@@H:20]([C:22]1[CH:27]=[CH:26][CH:25]=[CH:24][CH:23]=1)[CH3:21]. The yield is 0.930. (4) The reactants are O1CCCCC1[O:7][CH2:8][CH2:9][CH2:10][C:11]1([C:32]#[N:33])[CH2:18][C:17]2[C:12]1=[CH:13][C:14]([O:21][Si:22]([CH:29]([CH3:31])[CH3:30])([CH:26]([CH3:28])[CH3:27])[CH:23]([CH3:25])[CH3:24])=[C:15]([O:19][CH3:20])[CH:16]=2.CC1C=CC(S([O-])(=O)=O)=CC=1.C1C=C[NH+]=CC=1.C([O-])(O)=O.[Na+]. The catalyst is CCO. The product is [OH:7][CH2:8][CH2:9][CH2:10][C:11]1([C:32]#[N:33])[CH2:18][C:17]2[C:12]1=[CH:13][C:14]([O:21][Si:22]([CH:26]([CH3:28])[CH3:27])([CH:23]([CH3:24])[CH3:25])[CH:29]([CH3:31])[CH3:30])=[C:15]([O:19][CH3:20])[CH:16]=2. The yield is 1.05. (5) The reactants are [C:1]([O:5][C:6](=[O:15])[C:7]1[CH:12]=[CH:11][C:10](Br)=[C:9]([CH3:14])[CH:8]=1)([CH3:4])([CH3:3])[CH3:2].C(O[CH:20]=[CH:21][CH:22]=C)(=O)C.[C:24]([O-:27])(=[O:26])[CH3:25].[Na+].[CH3:29]C(N(C)C)=O. The catalyst is C1C=CC([P]([Pd]([P](C2C=CC=CC=2)(C2C=CC=CC=2)C2C=CC=CC=2)([P](C2C=CC=CC=2)(C2C=CC=CC=2)C2C=CC=CC=2)[P](C2C=CC=CC=2)(C2C=CC=CC=2)C2C=CC=CC=2)(C2C=CC=CC=2)C2C=CC=CC=2)=CC=1. The product is [C:1]([O:5][C:6](=[O:15])[C:7]1[CH:12]=[CH:11][C:10](/[CH:20]=[CH:21]/[CH:22]=[CH:25]/[C:24]([O:27][CH3:29])=[O:26])=[C:9]([CH3:14])[CH:8]=1)([CH3:4])([CH3:3])[CH3:2]. The yield is 0.740. (6) The reactants are Cl[S:2]([C:5]1[CH:6]=[C:7]2[C:11](=[CH:12][CH:13]=1)[NH:10][C:9](=[O:14])[CH2:8]2)(=[O:4])=[O:3].[CH3:15][NH2:16]. The catalyst is O1CCCC1. The product is [CH3:15][NH:16][S:2]([C:5]1[CH:6]=[C:7]2[C:11](=[CH:12][CH:13]=1)[NH:10][C:9](=[O:14])[CH2:8]2)(=[O:4])=[O:3]. The yield is 0.880. (7) The reactants are [Cl:1][C:2]1[CH:10]=[CH:9][C:5]([C:6]([NH2:8])=[O:7])=[C:4]([OH:11])[CH:3]=1.N1C=CC=CC=1.Cl[C:19](OCC)=[O:20]. The catalyst is C(#N)C. The product is [Cl:1][C:2]1[CH:10]=[CH:9][C:5]2[C:6](=[O:7])[NH:8][C:19](=[O:20])[O:11][C:4]=2[CH:3]=1. The yield is 0.830. (8) The reactants are BrCCBr.C[Si](Cl)(C)C.[C:10]([O:14][C:15]([N:17]1[CH2:20][CH:19](I)[CH2:18]1)=[O:16])([CH3:13])([CH3:12])[CH3:11].[Cl:22][C:23]1[CH:28]=[C:27](I)[CH:26]=[C:25]([Cl:30])[N:24]=1. The catalyst is CN(C)C(=O)C.CCOC(C)=O.[Zn].C1C=CC(P([C]2[CH][CH][CH][CH]2)C2C=CC=CC=2)=CC=1.C1C=CC(P([C]2[CH][CH][CH][CH]2)C2C=CC=CC=2)=CC=1.Cl[Pd]Cl.[Fe].[Cu]I. The product is [Cl:22][C:23]1[CH:28]=[C:27]([CH:19]2[CH2:20][N:17]([C:15]([O:14][C:10]([CH3:13])([CH3:12])[CH3:11])=[O:16])[CH2:18]2)[CH:26]=[C:25]([Cl:30])[N:24]=1. The yield is 0.580. (9) The product is [Cl:1][C:2]1[C:10]([NH:11][S:12]([C:15]2[S:16][CH:17]=[CH:18][CH:19]=2)(=[O:14])=[O:13])=[C:9]2[C:5]([CH:6]=[C:7]([C:20]3[S:22][C:24]([CH2:25][OH:26])=[CH:27][N:21]=3)[NH:8]2)=[CH:4][CH:3]=1. The yield is 0.550. The reactants are [Cl:1][C:2]1[C:10]([NH:11][S:12]([C:15]2[S:16][CH:17]=[CH:18][CH:19]=2)(=[O:14])=[O:13])=[C:9]2[C:5]([CH:6]=[C:7]([C:20](=[S:22])[NH2:21])[NH:8]2)=[CH:4][CH:3]=1.Br[CH:24]([CH:27]=O)[CH:25]=[O:26].CN(C)C(=O)C. The catalyst is O.